Dataset: Peptide-MHC class II binding affinity with 134,281 pairs from IEDB. Task: Regression. Given a peptide amino acid sequence and an MHC pseudo amino acid sequence, predict their binding affinity value. This is MHC class II binding data. (1) The peptide sequence is EGTVVAVGPGRWDED. The MHC is DRB1_1101 with pseudo-sequence DRB1_1101. The binding affinity (normalized) is 0. (2) The peptide sequence is MKVVNRWLFRHLARE. The MHC is HLA-DQA10103-DQB10603 with pseudo-sequence HLA-DQA10103-DQB10603. The binding affinity (normalized) is 0.